This data is from Catalyst prediction with 721,799 reactions and 888 catalyst types from USPTO. The task is: Predict which catalyst facilitates the given reaction. Reactant: [F:1][C:2]1[CH:3]=[CH:4][C:5]([C:8]([NH:10][C:11](=[O:13])[CH3:12])=[CH2:9])=[N:6][CH:7]=1. Product: [F:1][C:2]1[CH:3]=[CH:4][C:5]([C@H:8]([NH:10][C:11](=[O:13])[CH3:12])[CH3:9])=[N:6][CH:7]=1. The catalyst class is: 5.